Dataset: Forward reaction prediction with 1.9M reactions from USPTO patents (1976-2016). Task: Predict the product of the given reaction. (1) Given the reactants [Cl:1][C:2]1[N:7]=[CH:6][C:5]2[CH:8]=[CH:9][NH:10][C:4]=2[C:3]=1[I:11].[H-].[Na+].S(OC)(O[CH3:18])(=O)=O.O, predict the reaction product. The product is: [Cl:1][C:2]1[N:7]=[CH:6][C:5]2[CH:8]=[CH:9][N:10]([CH3:18])[C:4]=2[C:3]=1[I:11]. (2) Given the reactants [Br:1][C:2]1[C:11]([CH2:12]Cl)=[C:10]2[C:5]([NH:6][C:7]([CH3:17])([CH3:16])[C:8](=[O:15])[N:9]2[CH3:14])=[CH:4][CH:3]=1.[F:18][C:19]1[CH:20]=[CH:21][C:22]([CH3:26])=[C:23]([OH:25])[CH:24]=1.C(=O)([O-])[O-].[K+].[K+].C(OCC)(=O)C, predict the reaction product. The product is: [Br:1][C:2]1[C:11]([CH2:12][O:25][C:23]2[CH:24]=[C:19]([F:18])[CH:20]=[CH:21][C:22]=2[CH3:26])=[C:10]2[C:5]([NH:6][C:7]([CH3:17])([CH3:16])[C:8](=[O:15])[N:9]2[CH3:14])=[CH:4][CH:3]=1. (3) Given the reactants Br[C:2]1[CH:3]=[C:4]2[C:8](=[CH:9][CH:10]=1)[N:7]([CH2:11][CH2:12][CH2:13][CH3:14])[CH:6]=[CH:5]2.[F:15][C:16]([F:27])([F:26])[C:17]1[CH:22]=[CH:21][C:20](B(O)O)=[CH:19][CH:18]=1, predict the reaction product. The product is: [CH2:11]([N:7]1[C:8]2[C:4](=[CH:3][C:2]([C:20]3[CH:21]=[CH:22][C:17]([C:16]([F:27])([F:26])[F:15])=[CH:18][CH:19]=3)=[CH:10][CH:9]=2)[CH:5]=[CH:6]1)[CH2:12][CH2:13][CH3:14]. (4) Given the reactants [CH3:1][C@H:2]1[CH2:7][N:6]2[N:8]=[CH:9][C:10]([N:11]3[C:19]4[CH:18]=[CH:17][N:16]=[CH:15][C:14]=4[CH2:13][C:12]3=[O:20])=[C:5]2[CH2:4][N:3]1[C:21]([O:23]C(C)(C)C)=O.C[C@H]1CN2N=CC(N3CCCC3=O)=C2CN1C(OC(C)(C)C)=O.[F:51][C:52]1[CH:53]=[C:54]([NH:60]C(=O)OC2C=CC=CC=2)[CH:55]=[C:56]([F:59])[C:57]=1[F:58].FC(F)C1C=C(NC(=O)OC2C=CC=CC=2)C=CN=1, predict the reaction product. The product is: [CH3:1][C@H:2]1[CH2:7][N:6]2[N:8]=[CH:9][C:10]([N:11]3[C:19]4[CH:18]=[CH:17][N:16]=[CH:15][C:14]=4[CH2:13][C:12]3=[O:20])=[C:5]2[CH2:4][N:3]1[C:21]([NH:60][C:54]1[CH:53]=[C:52]([F:51])[C:57]([F:58])=[C:56]([F:59])[CH:55]=1)=[O:23]. (5) Given the reactants [F:1][C:2]([F:23])([F:22])[C:3]1[CH:17]=[C:16]([C:18]([F:21])([F:20])[F:19])[CH:15]=[CH:14][C:4]=1[CH2:5][N:6]1[CH2:11][CH2:10][CH:9]([CH:12]=O)[CH2:8][CH2:7]1.[CH2:24]([NH:27][C:28]1[CH2:32][S:31][C:30](=[O:33])[N:29]=1)[C:25]#[CH:26].CC(C)([O-])C.[K+], predict the reaction product. The product is: [F:23][C:2]([F:1])([F:22])[C:3]1[CH:17]=[C:16]([C:18]([F:21])([F:20])[F:19])[CH:15]=[CH:14][C:4]=1[CH2:5][N:6]1[CH2:11][CH2:10][CH:9](/[CH:12]=[C:32]2/[C:28]([NH:27][CH2:24][C:25]#[CH:26])=[N:29][C:30](=[O:33])[S:31]/2)[CH2:8][CH2:7]1. (6) Given the reactants [H-].[Na+].Cl[CH2:4][CH2:5][CH2:6][C@H:7]([CH2:10][CH:11]=[CH2:12])[CH2:8][OH:9], predict the reaction product. The product is: [CH2:6]([C@H:7]1[CH2:10][CH2:11][CH2:12][O:9][CH2:8]1)[CH:5]=[CH2:4]. (7) Given the reactants [NH2:1][C:2]1[CH:7]=[C:6]([OH:8])[CH:5]=[CH:4][N:3]=1.C1CCN2C(=NCCC2)CC1.F[C:21]1[CH:26]=[CH:25][C:24]([N+:27]([O-:29])=[O:28])=[C:23]([CH3:30])[C:22]=1[CH3:31].CN(C=O)C, predict the reaction product. The product is: [CH3:31][C:22]1[C:23]([CH3:30])=[C:24]([N+:27]([O-:29])=[O:28])[CH:25]=[CH:26][C:21]=1[O:8][C:6]1[CH:5]=[CH:4][N:3]=[C:2]([NH2:1])[CH:7]=1. (8) Given the reactants [C:1]([O:5][C:6]([NH:8]/[N:9]=[C:10](/[CH:18]1[CH2:21][N:20]([C:22]([O:24][CH2:25][C:26]2[CH:31]=[CH:30][CH:29]=[CH:28][CH:27]=2)=[O:23])[CH2:19]1)\[CH2:11][CH2:12][CH:13](OC)OC)=[O:7])([CH3:4])([CH3:3])[CH3:2], predict the reaction product. The product is: [C:1]([O:5][C:6]([NH:8][N:9]1[CH:13]=[CH:12][CH:11]=[C:10]1[CH:18]1[CH2:21][N:20]([C:22]([O:24][CH2:25][C:26]2[CH:31]=[CH:30][CH:29]=[CH:28][CH:27]=2)=[O:23])[CH2:19]1)=[O:7])([CH3:4])([CH3:3])[CH3:2].